From a dataset of Full USPTO retrosynthesis dataset with 1.9M reactions from patents (1976-2016). Predict the reactants needed to synthesize the given product. (1) The reactants are: [NH:1]1[C:5]2[CH:6]=[CH:7][CH:8]=[CH:9][C:4]=2[N:3]=[N:2]1.[OH-].[Na+].[CH3:12][C:13]1[CH:14]=[C:15]([CH:18]=[CH:19][CH:20]=1)[CH2:16]Br. Given the product [CH3:12][C:13]1[CH:14]=[C:15]([CH:18]=[CH:19][CH:20]=1)[CH2:16][N:1]1[C:5]2[CH:6]=[CH:7][CH:8]=[CH:9][C:4]=2[N:3]=[N:2]1, predict the reactants needed to synthesize it. (2) Given the product [F:24][C:25]([F:30])([F:29])[C:26]([OH:28])=[O:27].[F:17][C:13]1[CH:14]=[C:15]2[C:10](=[CH:11][C:12]=1[N:18]1[CH2:19][CH2:20][O:21][CH2:22][CH2:23]1)[CH2:9][NH:8][CH2:16]2, predict the reactants needed to synthesize it. The reactants are: C(OC([N:8]1[CH2:16][C:15]2[C:10](=[CH:11][C:12]([N:18]3[CH2:23][CH2:22][O:21][CH2:20][CH2:19]3)=[C:13]([F:17])[CH:14]=2)[CH2:9]1)=O)(C)(C)C.[F:24][C:25]([F:30])([F:29])[C:26]([OH:28])=[O:27]. (3) Given the product [F:1][C:2]1[CH:3]=[CH:4][C:5]([CH2:6][N:7]2[C:19](=[O:20])[C:18]3[C:17]([O:21][CH2:22][O:23][CH3:24])=[C:16]4[C:11]([CH:12]=[CH:13][CH:14]=[N:15]4)=[C:10]([O:25][S:38]([C:41]([F:44])([F:43])[F:42])(=[O:40])=[O:39])[C:9]=3[C:8]2=[O:26])=[CH:27][CH:28]=1, predict the reactants needed to synthesize it. The reactants are: [F:1][C:2]1[CH:28]=[CH:27][C:5]([CH2:6][N:7]2[C:19](=[O:20])[C:18]3[C:17]([O:21][CH2:22][O:23][CH3:24])=[C:16]4[C:11]([CH:12]=[CH:13][CH:14]=[N:15]4)=[C:10]([OH:25])[C:9]=3[C:8]2=[O:26])=[CH:4][CH:3]=1.C(N(C(C)C)CC)(C)C.[S:38](O[S:38]([C:41]([F:44])([F:43])[F:42])(=[O:40])=[O:39])([C:41]([F:44])([F:43])[F:42])(=[O:40])=[O:39]. (4) Given the product [O:9]=[C:7]1[C@@H:6]([N:10]2[C:18](=[O:19])[C:17]3[C:12](=[CH:13][CH:14]=[CH:15][C:16]=3[CH2:20][NH:21][C:22]([CH:24]3[CH2:26][CH2:25]3)=[O:23])[C:11]2=[O:27])[CH2:5][CH2:4][C:1](=[O:3])[NH:2]1, predict the reactants needed to synthesize it. The reactants are: [C:1]([CH2:4][CH2:5][C@H:6]([N:10]1[C:18](=[O:19])[C:17]2[C:12](=[CH:13][CH:14]=[CH:15][C:16]=2[CH2:20][NH:21][C:22]([CH:24]2[CH2:26][CH2:25]2)=[O:23])[C:11]1=[O:27])[C:7]([OH:9])=O)(=[O:3])[NH2:2].S(Cl)(Cl)=O.N1C=CC=CC=1.C(N(CC)CC)C. (5) Given the product [CH:11]1([CH2:10][C:9]([NH:8][C:4]2[CH:3]=[C:2]([B:15]3[O:19][C:18]([CH3:21])([CH3:20])[C:17]([CH3:23])([CH3:22])[O:16]3)[CH:7]=[CH:6][N:5]=2)=[O:14])[CH2:13][CH2:12]1, predict the reactants needed to synthesize it. The reactants are: Br[C:2]1[CH:7]=[CH:6][N:5]=[C:4]([NH:8][C:9](=[O:14])[CH2:10][CH:11]2[CH2:13][CH2:12]2)[CH:3]=1.[B:15]1([B:15]2[O:19][C:18]([CH3:21])([CH3:20])[C:17]([CH3:23])([CH3:22])[O:16]2)[O:19][C:18]([CH3:21])([CH3:20])[C:17]([CH3:23])([CH3:22])[O:16]1.C([O-])(=O)C.[K+]. (6) Given the product [OH:4][CH:5]([C:7]1([C:16]([OH:18])=[O:17])[CH2:11][CH2:10][C:9](=[O:12])[CH2:8]1)[CH3:6], predict the reactants needed to synthesize it. The reactants are: C([O:4][CH:5]([C:7]1([C:16]([O:18]C(C)(C)C)=[O:17])[CH2:11][CH2:10][C:9](OC)([O:12]C)[CH2:8]1)[CH3:6])(=O)C.C([O-])(=O)C. (7) Given the product [CH2:9]([O:10][C:11]([C:13]1[S:14][CH:2]=[C:3]([CH:4]([CH3:6])[CH3:5])[N:15]=1)=[O:12])[CH3:8], predict the reactants needed to synthesize it. The reactants are: Br[CH2:2][C:3](=O)[CH:4]([CH3:6])[CH3:5].[CH3:8][CH2:9][O:10][C:11]([C:13]([NH2:15])=[S:14])=[O:12]. (8) Given the product [CH3:20][O:21][C:22](=[O:32])[C:23]1[CH:28]=[CH:27][C:26]([O:29][CH3:30])=[C:25]([O:31][CH2:54][CH2:53][C:47]2[CH:48]=[CH:49][C:50]([Cl:52])=[CH:51][C:46]=2[Cl:45])[CH:24]=1, predict the reactants needed to synthesize it. The reactants are: C1(P(C2C=CC=CC=2)C2C=CC=CC=2)C=CC=CC=1.[CH3:20][O:21][C:22](=[O:32])[C:23]1[CH:28]=[CH:27][C:26]([O:29][CH3:30])=[C:25]([OH:31])[CH:24]=1.CCOC(/N=N/C(OCC)=O)=O.[Cl:45][C:46]1[CH:51]=[C:50]([Cl:52])[CH:49]=[CH:48][C:47]=1[CH2:53][CH2:54]O. (9) Given the product [CH3:21][S:39]([CH2:3][C:4]1[NH:8][C:7]2[CH:9]=[C:10]([C:17]([F:20])([F:18])[F:19])[CH:11]=[C:12]([C:13]([F:16])([F:15])[F:14])[C:6]=2[N:5]=1)(=[O:43])=[O:41], predict the reactants needed to synthesize it. The reactants are: CS[CH2:3][C:4]1[NH:8][C:7]2[CH:9]=[C:10]([C:17]([F:20])([F:19])[F:18])[CH:11]=[C:12]([C:13]([F:16])([F:15])[F:14])[C:6]=2[N:5]=1.[CH:21]1C=C(Cl)C=C(C(OO)=O)C=1.C(=O)(O)[O-].[Na+].[OH-].[Na+].[S:39]([O-:43])([O-])(=[O:41])=S.[Na+].[Na+]. (10) Given the product [CH:1]1([CH2:4][O:5][C:6]2[N:11]=[CH:10][C:9]([O:12][C@@H:13]3[CH2:17][CH2:16][N:15]([C:20]4[C:28]([F:29])=[C:27]5[C:23](=[C:22]([F:31])[CH:21]=4)[CH2:24][CH2:25][CH:26]5[OH:30])[C:14]3=[O:18])=[CH:8][CH:7]=2)[CH2:2][CH2:3]1, predict the reactants needed to synthesize it. The reactants are: [CH:1]1([CH2:4][O:5][C:6]2[N:11]=[CH:10][C:9]([O:12][C@@H:13]3[CH2:17][CH2:16][NH:15][C:14]3=[O:18])=[CH:8][CH:7]=2)[CH2:3][CH2:2]1.Br[C:20]1[C:28]([F:29])=[C:27]2[C:23]([CH2:24][CH2:25][CH:26]2[OH:30])=[C:22]([F:31])[CH:21]=1.